Dataset: Ames mutagenicity test results for genotoxicity prediction. Task: Regression/Classification. Given a drug SMILES string, predict its toxicity properties. Task type varies by dataset: regression for continuous values (e.g., LD50, hERG inhibition percentage) or binary classification for toxic/non-toxic outcomes (e.g., AMES mutagenicity, cardiotoxicity, hepatotoxicity). Dataset: ames. The drug is COC(=O)/C=C/C(C)=C\C=C\C(C)=C\C=C\C=C(C)\C=C\C=C(C)\C=C\C(=O)OC. The result is 1 (mutagenic).